Dataset: Full USPTO retrosynthesis dataset with 1.9M reactions from patents (1976-2016). Task: Predict the reactants needed to synthesize the given product. (1) Given the product [CH2:1]([N:8]1[CH2:17][CH2:16][C:15]2[C:14]([NH:32][C:31]3[CH:33]=[CH:34][C:35]([CH3:36])=[C:29]([C:21]4[N:20]=[CH:19][C:28]5[C:23]([CH:22]=4)=[CH:24][CH:25]=[CH:26][CH:27]=5)[CH:30]=3)=[N:13][CH:12]=[N:11][C:10]=2[CH2:9]1)[C:2]1[CH:7]=[CH:6][CH:5]=[CH:4][CH:3]=1, predict the reactants needed to synthesize it. The reactants are: [CH2:1]([N:8]1[CH2:17][CH2:16][C:15]2[C:14](Cl)=[N:13][CH:12]=[N:11][C:10]=2[CH2:9]1)[C:2]1[CH:7]=[CH:6][CH:5]=[CH:4][CH:3]=1.[CH:19]1[C:28]2[C:23](=[CH:24][CH:25]=[CH:26][CH:27]=2)[CH:22]=[C:21]([C:29]2[CH:30]=[C:31]([CH:33]=[CH:34][C:35]=2[CH3:36])[NH2:32])[N:20]=1.CC1C=CC(S(O)(=O)=O)=CC=1. (2) Given the product [CH2:1]([O:3][C:4]1[CH:5]=[C:6]([CH:23]=[CH:24][C:25]=1[O:26][CH2:27][CH3:28])[CH2:7][C:8]1[O:12][N:11]=[C:10]([C:13]2[CH:21]=[CH:20][CH:19]=[C:18]3[C:14]=2[CH2:15][CH2:16][CH:17]3[NH:29][CH2:30][CH2:31][S:32]([NH:35][CH3:36])(=[O:34])=[O:33])[N:9]=1)[CH3:2], predict the reactants needed to synthesize it. The reactants are: [CH2:1]([O:3][C:4]1[CH:5]=[C:6]([CH:23]=[CH:24][C:25]=1[O:26][CH2:27][CH3:28])[CH2:7][C:8]1[O:12][N:11]=[C:10]([C:13]2[CH:21]=[CH:20][CH:19]=[C:18]3[C:14]=2[CH2:15][CH2:16][CH:17]3O)[N:9]=1)[CH3:2].[NH2:29][CH2:30][CH2:31][S:32]([N:35](C)[CH3:36])(=[O:34])=[O:33]. (3) Given the product [F:1][C:2]1[CH:7]=[C:6]([N:17]2[CH2:16][CH2:15][N:14]([C:20]([O:22][C:23]([CH3:26])([CH3:25])[CH3:24])=[O:21])[CH2:19][CH2:18]2)[CH:5]=[C:4]([O:9][CH3:10])[C:3]=1[N+:11]([O-:13])=[O:12], predict the reactants needed to synthesize it. The reactants are: [F:1][C:2]1[CH:7]=[C:6](F)[CH:5]=[C:4]([O:9][CH3:10])[C:3]=1[N+:11]([O-:13])=[O:12].[N:14]1([C:20]([O:22][C:23]([CH3:26])([CH3:25])[CH3:24])=[O:21])[CH2:19][CH2:18][NH:17][CH2:16][CH2:15]1.C(N(C(C)C)CC)(C)C. (4) Given the product [CH3:1][O:2][CH2:3][CH2:4][O:5][C:6]1[CH:7]=[C:8]2[C:20]([NH:21][C:22]3[CH:27]=[C:26]([C:28]#[CH:29])[CH:25]=[CH:24][CH:23]=3)=[N:19][CH:18]=[N:17][C:9]2=[CH:10][C:11]=1[O:12][CH2:13][CH2:14][O:15][CH3:16], predict the reactants needed to synthesize it. The reactants are: [CH3:1][O:2][CH2:3][CH2:4][O:5][C:6]1[CH:7]=[C:8]2[C:20]([NH:21][C:22]3[CH:23]=[CH:24][CH:25]=[C:26]([C:28]#[CH:29])[CH:27]=3)=[N:19][CH:18]=[N:17][C:9]2=[CH:10][C:11]=1[O:12][CH2:13][CH2:14][O:15][CH3:16].Cl.CO.C(=O)([O-])[O-].[Na+].[Na+]. (5) Given the product [CH3:1][C:2]([CH3:6])=[CH:3][CH2:4][O:5][C:8]1[CH:9]=[C:10]([CH3:17])[CH:11]=[CH:12][C:13]=1[N+:14]([O-:16])=[O:15].[CH3:18][C:19]1[CH:25]=[CH:24][C:22]([NH:23][C:4]([NH:32][C:33]2[S:34][CH:35]=[CH:36][N:37]=2)=[O:5])=[C:21]([O:26][CH2:27][CH:28]=[C:29]([CH3:31])[CH3:30])[CH:20]=1, predict the reactants needed to synthesize it. The reactants are: [CH3:1][C:2]([CH3:6])=[CH:3][CH2:4][OH:5].F[C:8]1[CH:9]=[C:10]([CH3:17])[CH:11]=[CH:12][C:13]=1[N+:14]([O-:16])=[O:15].[CH3:18][C:19]1[CH:25]=[CH:24][C:22]([NH2:23])=[C:21]([O:26][CH2:27][CH:28]=[C:29]([CH3:31])[CH3:30])[CH:20]=1.[NH2:32][C:33]1[S:34][CH:35]=[CH:36][N:37]=1. (6) Given the product [NH2:12][C:11]1[CH:10]=[CH:9][C:8]([CH2:15][C:16]([NH:18][C:19]2[N:24]=[CH:23][C:22]([CH:25]([CH3:31])[CH2:26][C:27]([O:29][CH3:30])=[O:28])=[CH:21][CH:20]=2)=[O:17])=[CH:7][C:6]=1[OH:5], predict the reactants needed to synthesize it. The reactants are: C([O-])=O.[NH4+].[OH:5][C:6]1[CH:7]=[C:8]([CH2:15][C:16]([NH:18][C:19]2[N:24]=[CH:23][C:22]([CH:25]([CH3:31])[CH2:26][C:27]([O:29][CH3:30])=[O:28])=[CH:21][CH:20]=2)=[O:17])[CH:9]=[CH:10][C:11]=1[N+:12]([O-])=O. (7) The reactants are: [C:1]([C:4]1[CH:5]=[N:6][CH:7]=[CH:8][C:9]=1[CH2:10][CH:11]1[CH2:20][CH2:19][C:18]2[C:13](=[CH:14][CH:15]=[C:16]([O:21][CH3:22])[CH:17]=2)[C:12]1=[O:23])(=[O:3])[CH3:2].[N+:24]([C:27]1[CH:34]=[CH:33][CH:32]=[CH:31][C:28]=1[CH2:29][Br:30])([O-:26])=[O:25]. Given the product [Br-:30].[C:1]([C:4]1[CH:5]=[N+:6]([CH2:29][C:28]2[CH:31]=[CH:32][CH:33]=[CH:34][C:27]=2[N+:24]([O-:26])=[O:25])[CH:7]=[CH:8][C:9]=1[CH2:10][CH:11]1[CH2:20][CH2:19][C:18]2[C:13](=[CH:14][CH:15]=[C:16]([O:21][CH3:22])[CH:17]=2)[C:12]1=[O:23])(=[O:3])[CH3:2], predict the reactants needed to synthesize it. (8) Given the product [C:1]1([C:8]2[CH:9]=[CH:10][CH:11]=[CH:12][CH:13]=2)[CH:6]=[CH:5][CH:4]=[CH:3][C:2]=1[NH:7][C:15]1[C:27]2[C:26]3[C:21](=[CH:22][CH:23]=[CH:24][CH:25]=3)[C:20]3([C:39]4[CH:38]=[CH:37][CH:36]=[CH:35][C:34]=4[C:33]4[C:28]3=[CH:29][CH:30]=[CH:31][CH:32]=4)[C:19]=2[CH:18]=[CH:17][CH:16]=1, predict the reactants needed to synthesize it. The reactants are: [C:1]1([C:8]2[CH:13]=[CH:12][CH:11]=[CH:10][CH:9]=2)[C:2]([NH2:7])=[CH:3][CH:4]=[CH:5][CH:6]=1.Br[C:15]1[C:27]2[C:26]3[C:21](=[CH:22][CH:23]=[CH:24][CH:25]=3)[C:20]3([C:39]4[CH:38]=[CH:37][CH:36]=[CH:35][C:34]=4[C:33]4[C:28]3=[CH:29][CH:30]=[CH:31][CH:32]=4)[C:19]=2[CH:18]=[CH:17][CH:16]=1.CC(C)([O-])C.[Na+].